Dataset: Catalyst prediction with 721,799 reactions and 888 catalyst types from USPTO. Task: Predict which catalyst facilitates the given reaction. Product: [Br:16][C:12]1[C:13]([CH3:15])=[CH:14][C:9]([CH2:8][CH2:7][CH2:6][C:18]#[N:19])=[CH:10][C:11]=1[CH3:17]. The catalyst class is: 3. Reactant: CS(O[CH2:6][CH2:7][CH2:8][C:9]1[CH:14]=[C:13]([CH3:15])[C:12]([Br:16])=[C:11]([CH3:17])[CH:10]=1)(=O)=O.[C-:18]#[N:19].[Na+].O.